Dataset: Forward reaction prediction with 1.9M reactions from USPTO patents (1976-2016). Task: Predict the product of the given reaction. (1) The product is: [F:42][C:18]([F:17])([F:43])[C:19]1[CH:37]=[C:36]([C:38]([F:40])([F:41])[F:39])[CH:35]=[CH:34][C:20]=1[CH2:21][O:22][C:23]1[C:30]([O:31][CH3:32])=[CH:29][C:26](/[CH:27]=[C:6]2/[C:2]([NH:16][CH2:15][CH2:14][CH:10]3[CH2:11][CH2:12][CH2:13][N:9]3[CH3:8])=[N:3][C:4](=[O:7])[S:5]/2)=[C:25]([Cl:33])[CH:24]=1. Given the reactants S=[C:2]1[CH2:6][S:5][C:4](=[O:7])[NH:3]1.[CH3:8][N:9]1[CH2:13][CH2:12][CH2:11][CH:10]1[CH2:14][CH2:15][NH2:16].[F:17][C:18]([F:43])([F:42])[C:19]1[CH:37]=[C:36]([C:38]([F:41])([F:40])[F:39])[CH:35]=[CH:34][C:20]=1[CH2:21][O:22][C:23]1[C:30]([O:31][CH3:32])=[CH:29][C:26]([CH:27]=O)=[C:25]([Cl:33])[CH:24]=1.CC(C)([O-])C.[K+], predict the reaction product. (2) Given the reactants C[N:2](C)/[CH:3]=[CH:4]/[C:5]([C:7]1[C:12](=[O:13])[CH:11]=[CH:10][N:9]([C:14]2[CH:19]=[CH:18][C:17]([O:20][C:21]([F:24])([F:23])[F:22])=[CH:16][CH:15]=2)[N:8]=1)=O.[F:26][C:27]1[CH:32]=[CH:31][C:30]([F:33])=[CH:29][C:28]=1[NH:34]N, predict the reaction product. The product is: [F:26][C:27]1[CH:32]=[CH:31][C:30]([F:33])=[CH:29][C:28]=1[N:34]1[C:5]([C:7]2[C:12](=[O:13])[CH:11]=[CH:10][N:9]([C:14]3[CH:15]=[CH:16][C:17]([O:20][C:21]([F:22])([F:23])[F:24])=[CH:18][CH:19]=3)[N:8]=2)=[CH:4][CH:3]=[N:2]1. (3) The product is: [OH:31][C:28]1([C:8]2[S:7][C:6]3[CH:9]=[CH:10][CH:11]=[CH:12][C:5]=3[C:4]=2[CH:2]([OH:1])[CH3:3])[CH2:27][CH2:26][N:25]([C:23]([O:22][C:18]([CH3:21])([CH3:20])[CH3:19])=[O:24])[CH2:30][CH2:29]1. Given the reactants [OH:1][CH:2]([C:4]1[C:5]2[CH:12]=[CH:11][CH:10]=[CH:9][C:6]=2[S:7][CH:8]=1)[CH3:3].C([Li])CCC.[C:18]([O:22][C:23]([N:25]1[CH2:30][CH2:29][C:28](=[O:31])[CH2:27][CH2:26]1)=[O:24])([CH3:21])([CH3:20])[CH3:19], predict the reaction product. (4) Given the reactants [F:1][C:2]1[CH:22]=[CH:21][C:5]([CH2:6][N:7]2[C:11]3=[CH:12][N:13]=[C:14]([C:18](O)=[O:19])[C:15]([O:16][CH3:17])=[C:10]3[CH:9]=[CH:8]2)=[CH:4][CH:3]=1.Cl.[CH3:24][NH:25][OH:26], predict the reaction product. The product is: [F:1][C:2]1[CH:22]=[CH:21][C:5]([CH2:6][N:7]2[C:11]3=[CH:12][N:13]=[C:14]([C:18]([N:25]([OH:26])[CH3:24])=[O:19])[C:15]([O:16][CH3:17])=[C:10]3[CH:9]=[CH:8]2)=[CH:4][CH:3]=1.